The task is: Predict the product of the given reaction.. This data is from Forward reaction prediction with 1.9M reactions from USPTO patents (1976-2016). (1) The product is: [CH3:35][C:31]1([CH3:36])[CH2:30][CH2:29][C:28](=[O:37])[C:27]2[CH:26]=[C:25]([C:20]3[CH:21]=[C:22]4[C:17](=[CH:18][CH:19]=3)[CH:16]=[C:15]([C:13]([OH:14])=[O:12])[CH:24]=[CH:23]4)[CH:34]=[CH:33][C:32]1=2. Given the reactants C(O)(=O)C1C=CC=CC=1.C([O:12][C:13]([C:15]1[CH:24]=[CH:23][C:22]2[C:17](=[CH:18][CH:19]=[C:20]([C:25]3[CH:34]=[CH:33][C:32]4[C:31]([CH3:36])([CH3:35])[CH2:30][CH2:29][C:28](=[O:37])[C:27]=4[CH:26]=3)[CH:21]=2)[CH:16]=1)=[O:14])C, predict the reaction product. (2) Given the reactants O.[C:2]1([CH3:12])[CH:7]=[CH:6][C:5]([S:8]([OH:11])(=[O:10])=[O:9])=[CH:4][CH:3]=1.[OH:13][C@H:14]([C:38]1[CH:43]=[CH:42][C:41]([OH:44])=[CH:40][CH:39]=1)[C@@H:15]([NH:17][CH2:18][CH2:19][O:20][C:21]1[C:26]([CH3:27])=[CH:25][C:24]([C:28]2[CH:33]=[CH:32][C:31]([C:34]([OH:36])=[O:35])=[CH:30][CH:29]=2)=[CH:23][C:22]=1[CH3:37])[CH3:16], predict the reaction product. The product is: [C:2]1([CH3:12])[CH:3]=[CH:4][C:5]([S:8]([OH:11])(=[O:9])=[O:10])=[CH:6][CH:7]=1.[OH:13][C@H:14]([C:38]1[CH:43]=[CH:42][C:41]([OH:44])=[CH:40][CH:39]=1)[C@@H:15]([NH:17][CH2:18][CH2:19][O:20][C:21]1[C:26]([CH3:27])=[CH:25][C:24]([C:28]2[CH:33]=[CH:32][C:31]([C:34]([OH:36])=[O:35])=[CH:30][CH:29]=2)=[CH:23][C:22]=1[CH3:37])[CH3:16].